Dataset: Catalyst prediction with 721,799 reactions and 888 catalyst types from USPTO. Task: Predict which catalyst facilitates the given reaction. (1) Product: [C:1]([O:9][CH2:10][C:12]1[CH:17]=[CH:16][CH:15]=[CH:14][CH:13]=1)(=[O:8])[C:2]1[CH:7]=[CH:6][CH:5]=[CH:4][CH:3]=1. The catalyst class is: 401. Reactant: [C:1]([O:9][CH3:10])(=[O:8])[C:2]1[CH:7]=[CH:6][CH:5]=[CH:4][CH:3]=1.C(O)[C:12]1[CH:17]=[CH:16][CH:15]=[CH:14][CH:13]=1. (2) Reactant: [Br:1][C:2]1[CH:7]=[CH:6][C:5]([N:8]2C(C#N)=[C:15]3[C:10]([CH:11]=[C:12]([N+:22]([O-:24])=[O:23])[C:13]([CH:19]4[CH2:21][CH2:20]4)=[CH:14]3)=[N:9]2)=[CH:4][CH:3]=1.[OH-:25].[Na+].[CH2:27]([OH:29])[CH3:28]. Product: [Br:1][C:2]1[CH:7]=[CH:6][C:5]([N:8]2[C:28]([C:27]([OH:25])=[O:29])=[C:15]3[C:10]([CH:11]=[C:12]([N+:22]([O-:24])=[O:23])[C:13]([CH:19]4[CH2:21][CH2:20]4)=[CH:14]3)=[N:9]2)=[CH:4][CH:3]=1. The catalyst class is: 6. (3) Reactant: [C:1]1([C:21]2[CH:26]=[CH:25][CH:24]=[CH:23][CH:22]=2)[CH:6]=[CH:5][C:4]([C:7]2[CH:8]=[C:9]3[C:13](=[CH:14][C:15]=2[Cl:16])[NH:12][CH:11]=[C:10]3[C:17]([O:19]C)=[O:18])=[CH:3][CH:2]=1.[OH-].[Na+].Cl. Product: [C:1]1([C:21]2[CH:22]=[CH:23][CH:24]=[CH:25][CH:26]=2)[CH:6]=[CH:5][C:4]([C:7]2[CH:8]=[C:9]3[C:13](=[CH:14][C:15]=2[Cl:16])[NH:12][CH:11]=[C:10]3[C:17]([OH:19])=[O:18])=[CH:3][CH:2]=1. The catalyst class is: 5. (4) Product: [C:3]([C:5]1[CH:6]=[CH:7][C:8]([C:11]2[O:12][C:13]3[CH:19]=[CH:18][C:17]([C:20]([OH:22])=[O:21])=[CH:16][C:14]=3[N:15]=2)=[CH:9][CH:10]=1)([OH:4])=[O:2]. The catalyst class is: 38. Reactant: C[O:2][C:3]([C:5]1[CH:10]=[CH:9][C:8]([C:11]2[O:12][C:13]3[CH:19]=[CH:18][C:17]([C:20]([O:22]C)=[O:21])=[CH:16][C:14]=3[N:15]=2)=[CH:7][CH:6]=1)=[O:4].O.[OH-].[Li+].